Dataset: Reaction yield outcomes from USPTO patents with 853,638 reactions. Task: Predict the reaction yield, written as a fraction of the theoretical maximum amount of product (1.0 means a 100% yield; for example, 0.34 means a 34% yield). The reactants are COC[O:4][CH:5]1[CH2:29][CH2:28][C@@:27]2([CH3:30])[CH:7]([C:8](=[O:32])[O:9][C:10]3[C@H:11]4[C@:23]([CH3:31])([CH2:24][CH2:25][C:26]=32)[C@@H:14]([C@H:15]([CH3:22])[CH2:16][CH2:17][CH2:18][CH:19]([CH3:21])[CH3:20])[CH2:13][CH2:12]4)[CH2:6]1.CC1C=CC(S(O)(=O)=O)=CC=1.C(=O)(O)[O-].[Na+]. The catalyst is C(O)(C)(C)C. The product is [OH:4][C@@H:5]1[CH2:6][C@@H:7]2[C:8](=[O:32])[O:9][C:10]3[C@H:11]4[CH2:12][CH2:13][C@H:14]([C@@H:15]([CH2:16][CH2:17][CH2:18][CH:19]([CH3:20])[CH3:21])[CH3:22])[C@@:23]4([CH3:31])[CH2:24][CH2:25][C:26]=3[C@@:27]2([CH3:30])[CH2:28][CH2:29]1. The yield is 0.850.